Dataset: Full USPTO retrosynthesis dataset with 1.9M reactions from patents (1976-2016). Task: Predict the reactants needed to synthesize the given product. (1) Given the product [CH2:11]([O:12][P:101]([OH:103])([OH:102])=[O:100])[C@H:9]1[O:10][C@@H:2]([OH:1])[C@H:3]([OH:4])[C@@H:5]([OH:6])[C@@H:7]1[OH:8], predict the reactants needed to synthesize it. The reactants are: [O:1]=[CH:2][C@@H:3]([C@H:5]([C@@H:7]([C@@H:9]([CH2:11][OH:12])[OH:10])[OH:8])[OH:6])[OH:4].CCCCCCCCCCCCCC(NCC(N[C@H](C(N[C@H](C(N[C@H](C(N1[C@H](C(N2[C@H](C(N[C@H](C(N3[C@H](C(N4[C@H](C(N[C@H](C(N[C@H](C(N5[C@H](C(N)=O)CCC5)=O)C[O:100][P:101](O)([OH:103])=[O:102])=O)CCC(N)=O)=O)CCC4)=O)CCC3)=O)C)=O)CCC2)=O)CCC1)=O)C)=O)CCC(O)=O)=O)CCCCN)=O)=O. (2) Given the product [CH3:35][N:36]([CH3:37])[C:29](=[O:30])[CH:28]([N:26]1[CH:27]=[C:23]([C:21]2[CH:20]=[N:19][N:18]3[C:14]([C:10]4[CH:11]=[CH:12][CH:13]=[C:8]([NH:7][C:5]([NH:4][CH2:3][C:2]([F:1])([F:34])[F:33])=[O:6])[CH:9]=4)=[CH:15][N:16]=[C:17]3[CH:22]=2)[CH:24]=[N:25]1)[CH3:32], predict the reactants needed to synthesize it. The reactants are: [F:1][C:2]([F:34])([F:33])[CH2:3][NH:4][C:5]([NH:7][C:8]1[CH:9]=[C:10]([C:14]2[N:18]3[N:19]=[CH:20][C:21]([C:23]4[CH:24]=[N:25][N:26]([CH:28]([CH3:32])[C:29](O)=[O:30])[CH:27]=4)=[CH:22][C:17]3=[N:16][CH:15]=2)[CH:11]=[CH:12][CH:13]=1)=[O:6].[CH3:35][NH:36][CH3:37]. (3) Given the product [CH3:62][CH2:63][N:64]([C:68]1[CH:73]=[CH:90][C:91]2[C:51](=[N+:49]([C:48]3[CH:47]=[CH:46][CH:45]=[CH:53][CH:52]=3)[C:50]3[CH:105]=[C:106]([NH:107][N:108]=[C:109]4[CH:110]=[CH:115][C:116](=[O:10])[CH:117]=[CH:118]4)[CH:135]=[CH:95][C:94]=3[N:93]=2)[CH:69]=1)[CH2:65][CH3:66].[Cl-:60], predict the reactants needed to synthesize it. The reactants are: CCNC1C=C2[O:10]C3C(=C(C4C(C(OCC)=O)=CC=CC=4)C2=CC=1C)C=C(C)C(=[NH+]CC)C=3.[Cl-].CN(C1C=CC(C(C2C([Cl:60])=CC=CC=2)=[C:45]2[CH:53]=[CH:52][C:48](=[N+:49]([CH3:51])[CH3:50])[CH:47]=[CH:46]2)=CC=1)C.[Cl-].[CH3:62][CH2:63][N:64]([C:68]1[CH:73]=CC(C=CC2C(C)(C)C3C(=CC=CC=3)[N+]=2C)=C(C)[CH:69]=1)[CH2:65][CH2:66]Cl.[Cl-].[CH3:90][C:91]([NH:93][C:94]1C=CC(S([O-])(=O)=O)=C2C=[C:105](S([O-])(=O)=O)/[C:106](/[C:135](=O)[C:95]=12)=[N:107]\[NH:108][C:109]1[CH:118]=[CH:117][C:116](N=NC2C=CC(S([O-])(=O)=O)=CC=2)=[C:115]2[C:110]=1C=C(S([O-])(=O)=O)C=C2)=O.[Na+].[Na+].[Na+].[Na+]. (4) Given the product [CH2:50]([O:49][C:48]1[C:47](=[O:57])[N:46]=[C:45]([CH2:58][C:59]2([N:64]3[C:68]4=[N:69][CH:70]=[CH:71][CH:72]=[C:67]4[CH:66]=[CH:65]3)[CH2:60][CH2:61][CH2:62][CH2:63]2)[N:44]2[CH2:38][CH2:39][N:40]([CH:73]3[CH2:76][O:75][CH2:74]3)[C:41](=[O:42])[C:43]=12)[C:51]1[CH:56]=[CH:55][CH:54]=[CH:53][CH:52]=1, predict the reactants needed to synthesize it. The reactants are: C(OC1C(=O)N=C(CC2(N3C4=NC=CC=C4C=C3)CCCC2)N2CCN(C)C(=O)C=12)C1C=CC=CC=1.O[CH2:38][CH2:39][N:40]([CH:73]1[CH2:76][O:75][CH2:74]1)[C:41]([C:43]1[C:48]([O:49][CH2:50][C:51]2[CH:56]=[CH:55][CH:54]=[CH:53][CH:52]=2)=[C:47]([OH:57])[N:46]=[C:45]([CH2:58][C:59]2([N:64]3[C:68]4=[N:69][CH:70]=[CH:71][CH:72]=[C:67]4[CH:66]=[CH:65]3)[CH2:63][CH2:62][CH2:61][CH2:60]2)[N:44]=1)=[O:42]. (5) Given the product [NH3:5].[CH3:1][C:2]1([C:18]2[CH:19]=[C:20]([NH:24][S:25]([CH3:28])(=[O:27])=[O:26])[CH:21]=[CH:22][CH:23]=2)[CH:7]2[CH:3]1[CH2:4][N:5]([CH2:8]/[CH:9]=[CH:10]/[C:11]1[S:12][CH:13]=[CH:14][C:15]=1[CH3:16])[CH2:6]2, predict the reactants needed to synthesize it. The reactants are: [CH3:1][C:2]1([C:18]2[CH:19]=[C:20]([NH:24][S:25]([CH3:28])(=[O:27])=[O:26])[CH:21]=[CH:22][CH:23]=2)[CH:7]2[CH:3]1[CH2:4][N:5]([C:8](=O)/[CH:9]=[CH:10]/[C:11]1[S:12][CH:13]=[CH:14][C:15]=1[CH3:16])[CH2:6]2.[H-].[Al+3].[Li+].[H-].[H-].[H-].O.C(=O)([O-])[O-].[Na+].[Na+]. (6) Given the product [CH2:27]([O:26][C:24]1[CH2:25][N:21]([C@@H:7]([CH2:6][CH:1]2[CH2:5][CH2:4][CH2:3][CH2:2]2)[C:8]([NH:10][C:11]2[CH:15]=[CH:14][N:13]([CH2:16][C:17]([OH:20])([CH3:18])[CH3:19])[N:12]=2)=[O:9])[C:22](=[O:28])[CH:23]=1)[C:31]1[CH:36]=[CH:35][CH:34]=[CH:33][CH:32]=1, predict the reactants needed to synthesize it. The reactants are: [CH:1]1([CH2:6][C@H:7]([N:21]2[CH2:25][C:24]([O:26][CH3:27])=[CH:23][C:22]2=[O:28])[C:8]([NH:10][C:11]2[CH:15]=[CH:14][N:13]([CH2:16][C:17]([OH:20])([CH3:19])[CH3:18])[N:12]=2)=[O:9])[CH2:5][CH2:4][CH2:3][CH2:2]1.Cl.C(O)[C:31]1[CH:36]=[CH:35][CH:34]=[CH:33][CH:32]=1.O.C1(C)C=CC(S(O)(=O)=O)=CC=1.O.O.O.O.O.O.[Cl-].[Cs+]. (7) Given the product [O:30]=[C:8]1[CH:7]=[CH:6][C:5]2[C:10](=[CH:11][C:2]([O:1][CH2:32][CH2:33][O:34][CH:35]3[CH2:40][CH2:39][CH2:38][CH2:37][O:36]3)=[CH:3][N:4]=2)[N:9]1[CH2:12][CH2:13][C:14]12[CH2:19][CH2:18][C:17]([NH:22][C:23](=[O:29])[O:24][C:25]([CH3:27])([CH3:26])[CH3:28])([CH2:20][CH2:21]1)[CH2:16][O:15]2, predict the reactants needed to synthesize it. The reactants are: [OH:1][C:2]1[CH:11]=[C:10]2[C:5]([CH:6]=[CH:7][C:8](=[O:30])[N:9]2[CH2:12][CH2:13][C:14]23[CH2:21][CH2:20][C:17]([NH:22][C:23](=[O:29])[O:24][C:25]([CH3:28])([CH3:27])[CH3:26])([CH2:18][CH2:19]2)[CH2:16][O:15]3)=[N:4][CH:3]=1.Br[CH2:32][CH2:33][O:34][CH:35]1[CH2:40][CH2:39][CH2:38][CH2:37][O:36]1. (8) Given the product [Cl:1][C:2]1[CH:16]=[CH:15][C:5]2[N:6]([CH:11]3[CH2:14][O:13][CH2:12]3)[C:7]([CH2:9][N:23]3[C:24]4[C:29](=[CH:28][CH:27]=[CH:26][CH:25]=4)[C:21]([S:18]([CH3:17])(=[O:19])=[O:20])=[N:22]3)=[N:8][C:4]=2[CH:3]=1, predict the reactants needed to synthesize it. The reactants are: [Cl:1][C:2]1[CH:16]=[CH:15][C:5]2[N:6]([CH:11]3[CH2:14][O:13][CH2:12]3)[C:7]([CH2:9]Cl)=[N:8][C:4]=2[CH:3]=1.[CH3:17][S:18]([C:21]1[C:29]2[C:24](=[CH:25][CH:26]=[CH:27][CH:28]=2)[NH:23][N:22]=1)(=[O:20])=[O:19].CS(C1C2C(=CN=CC=2)NN=1)(=O)=O.